Dataset: Reaction yield outcomes from USPTO patents with 853,638 reactions. Task: Predict the reaction yield, written as a fraction of the theoretical maximum amount of product (1.0 means a 100% yield; for example, 0.34 means a 34% yield). (1) The reactants are [Br:1][C:2]1[CH:7]=[C:6]([CH3:8])[CH:5]=[C:4]([CH3:9])[CH:3]=1.[O-:10][Mn](=O)(=O)=O.[K+].[OH2:16]. The catalyst is N1C=CC=CC=1. The product is [Br:1][C:2]1[CH:7]=[C:6]([CH:5]=[C:4]([CH3:9])[CH:3]=1)[C:8]([OH:10])=[O:16]. The yield is 0.290. (2) The reactants are C[O:2][C:3](=[O:29])[CH2:4][CH2:5][CH2:6][CH2:7][C:8]1[CH:9]=[N:10][N:11]2[C:16]([NH:17][CH:18]3[CH2:20][CH2:19]3)=[N:15][C:14]([NH:21][C:22]3[CH:27]=[CH:26][CH:25]=[C:24]([NH2:28])[CH:23]=3)=[N:13][C:12]=12.[OH-].[Na+]. The product is [NH2:28][C:24]1[CH:23]=[C:22]([NH:21][C:14]2[N:15]=[C:16]([NH:17][CH:18]3[CH2:19][CH2:20]3)[N:11]3[N:10]=[CH:9][C:8]([CH2:7][CH2:6][CH2:5][CH2:4][C:3]([OH:29])=[O:2])=[C:12]3[N:13]=2)[CH:27]=[CH:26][CH:25]=1. The yield is 0.900. The catalyst is CO.O. (3) The reactants are [F:1][C:2]([F:13])([F:12])[C:3]1[CH:4]=[C:5]([N:9]=[C:10]=[O:11])[CH:6]=[CH:7][CH:8]=1.[NH2:14][C@@H:15]([C:31]([CH3:34])([CH3:33])[CH3:32])[C:16]([NH:18][C@@H:19]1[CH2:23][CH2:22][N:21]([CH2:24][C:25]2[CH:30]=[CH:29][CH:28]=[CH:27][CH:26]=2)[CH2:20]1)=[O:17]. The catalyst is ClCCl. The product is [CH2:24]([N:21]1[CH2:22][CH2:23][C@@H:19]([NH:18][C:16](=[O:17])[C@@H:15]([NH:14][C:10]([NH:9][C:5]2[CH:6]=[CH:7][CH:8]=[C:3]([C:2]([F:12])([F:13])[F:1])[CH:4]=2)=[O:11])[C:31]([CH3:32])([CH3:34])[CH3:33])[CH2:20]1)[C:25]1[CH:26]=[CH:27][CH:28]=[CH:29][CH:30]=1. The yield is 0.340. (4) The reactants are [F:1][C:2]1[CH:7]=[CH:6][N:5]=[C:4]([NH:8][C:9](=[O:15])[O:10][C:11]([CH3:14])([CH3:13])[CH3:12])[C:3]=1[CH:16]=[O:17].[BH4-].[Na+]. The catalyst is CO. The product is [F:1][C:2]1[CH:7]=[CH:6][N:5]=[C:4]([NH:8][C:9](=[O:15])[O:10][C:11]([CH3:14])([CH3:12])[CH3:13])[C:3]=1[CH2:16][OH:17]. The yield is 0.950. (5) The reactants are Br[C:2]1[CH:7]=[CH:6][C:5]2[O:8][CH2:9][O:10][C:4]=2[CH:3]=1.CCCCCC.C([Li])CCC.C(OC([N:27]1[CH2:32][CH2:31][C:30](=[O:33])[CH2:29][CH2:28]1)=O)C.O. The catalyst is O1CCCC1. The product is [O:8]1[C:5]2[CH:6]=[CH:7][C:2]([C:30]3([OH:33])[CH2:31][CH2:32][NH:27][CH2:28][CH2:29]3)=[CH:3][C:4]=2[O:10][CH2:9]1. The yield is 0.430. (6) The reactants are [Br:1][C:2]1[C:3]([CH3:31])=[C:4]([C:11](/[C:13](=[CH:29]/[CH3:30])/[CH:14]=[C:15]2\[C:16](=C)[N:17]=C(C3C=CC=CC=3)[O:19][C:20]\2=[O:21])=[O:12])[N:5]2[C:10]=1[CH:9]=[CH:8][CH:7]=[CH:6]2.[OH-].[K+].Cl. The catalyst is O.CN1C(=O)CCC1. The product is [NH2:17][C:16]1[CH:30]=[CH:29][C:13]([C:11]([C:4]2[N:5]3[C:10]([CH:9]=[CH:8][CH:7]=[CH:6]3)=[C:2]([Br:1])[C:3]=2[CH3:31])=[O:12])=[CH:14][C:15]=1[C:20]([OH:19])=[O:21]. The yield is 0.990.